From a dataset of NCI-60 drug combinations with 297,098 pairs across 59 cell lines. Regression. Given two drug SMILES strings and cell line genomic features, predict the synergy score measuring deviation from expected non-interaction effect. (1) Drug 1: CC=C1C(=O)NC(C(=O)OC2CC(=O)NC(C(=O)NC(CSSCCC=C2)C(=O)N1)C(C)C)C(C)C. Drug 2: CC1C(C(CC(O1)OC2CC(CC3=C2C(=C4C(=C3O)C(=O)C5=C(C4=O)C(=CC=C5)OC)O)(C(=O)CO)O)N)O.Cl. Cell line: UACC62. Synergy scores: CSS=67.3, Synergy_ZIP=-3.60, Synergy_Bliss=-0.587, Synergy_Loewe=-5.11, Synergy_HSA=0.804. (2) Drug 2: CC1CCCC2(C(O2)CC(NC(=O)CC(C(C(=O)C(C1O)C)(C)C)O)C(=CC3=CSC(=N3)C)C)C. Synergy scores: CSS=-4.59, Synergy_ZIP=3.35, Synergy_Bliss=0.966, Synergy_Loewe=-7.93, Synergy_HSA=-4.57. Cell line: SNB-75. Drug 1: CC1=CC2C(CCC3(C2CCC3(C(=O)C)OC(=O)C)C)C4(C1=CC(=O)CC4)C. (3) Drug 1: C1=CC(=CC=C1CCCC(=O)O)N(CCCl)CCCl. Drug 2: CCCCCOC(=O)NC1=NC(=O)N(C=C1F)C2C(C(C(O2)C)O)O. Cell line: A498. Synergy scores: CSS=30.0, Synergy_ZIP=-6.35, Synergy_Bliss=-1.68, Synergy_Loewe=-2.28, Synergy_HSA=0.791.